This data is from Forward reaction prediction with 1.9M reactions from USPTO patents (1976-2016). The task is: Predict the product of the given reaction. (1) The product is: [OH:7][C:6]1[CH:8]=[C:23]([CH:24]=[CH:25][CH:13]=1)[CH2:22][OH:21]. Given the reactants [SiH3]O[SiH3].CO.[C:6]([C:13]1NC=CN=1)([C:8]1NC=CN=1)=[O:7].ClCCl.[O:21]1[CH2:25][CH2:24][CH2:23][CH2:22]1, predict the reaction product. (2) The product is: [OH:20][CH2:19][C:16]1[CH:17]=[CH:18][C:13]([CH2:12][CH2:11][CH2:10][OH:9])=[C:14]([O:21][CH3:22])[CH:15]=1. Given the reactants [H-].[H-].[H-].[H-].[Li+].[Al+3].C([O:9][C:10](=O)[CH2:11][CH2:12][C:13]1[CH:18]=[CH:17][C:16]([CH2:19][OH:20])=[CH:15][C:14]=1[O:21][CH3:22])C, predict the reaction product.